From a dataset of NCI-60 drug combinations with 297,098 pairs across 59 cell lines. Regression. Given two drug SMILES strings and cell line genomic features, predict the synergy score measuring deviation from expected non-interaction effect. (1) Drug 1: C1=CC(=C2C(=C1NCCNCCO)C(=O)C3=C(C=CC(=C3C2=O)O)O)NCCNCCO. Drug 2: CC1C(C(CC(O1)OC2CC(CC3=C2C(=C4C(=C3O)C(=O)C5=CC=CC=C5C4=O)O)(C(=O)C)O)N)O. Cell line: SNB-75. Synergy scores: CSS=60.9, Synergy_ZIP=-8.81, Synergy_Bliss=-4.91, Synergy_Loewe=2.05, Synergy_HSA=3.62. (2) Cell line: MCF7. Drug 2: C1CN(CCN1C(=O)CCBr)C(=O)CCBr. Drug 1: CC1=C(C=C(C=C1)C(=O)NC2=CC(=CC(=C2)C(F)(F)F)N3C=C(N=C3)C)NC4=NC=CC(=N4)C5=CN=CC=C5. Synergy scores: CSS=13.5, Synergy_ZIP=1.90, Synergy_Bliss=5.12, Synergy_Loewe=6.10, Synergy_HSA=5.96. (3) Drug 1: CN(C)N=NC1=C(NC=N1)C(=O)N. Drug 2: C1C(C(OC1N2C=NC3=C(N=C(N=C32)Cl)N)CO)O. Cell line: SF-295. Synergy scores: CSS=6.32, Synergy_ZIP=-2.23, Synergy_Bliss=-1.49, Synergy_Loewe=0.358, Synergy_HSA=0.0198. (4) Drug 1: C1C(C(OC1N2C=NC3=C(N=C(N=C32)Cl)N)CO)O. Drug 2: CC1C(C(CC(O1)OC2CC(CC3=C2C(=C4C(=C3O)C(=O)C5=CC=CC=C5C4=O)O)(C(=O)C)O)N)O. Cell line: K-562. Synergy scores: CSS=40.1, Synergy_ZIP=-11.0, Synergy_Bliss=-10.7, Synergy_Loewe=-5.95, Synergy_HSA=-4.77. (5) Drug 1: CCC1=C2CN3C(=CC4=C(C3=O)COC(=O)C4(CC)O)C2=NC5=C1C=C(C=C5)O. Drug 2: CC1C(C(CC(O1)OC2CC(CC3=C2C(=C4C(=C3O)C(=O)C5=CC=CC=C5C4=O)O)(C(=O)C)O)N)O. Cell line: A498. Synergy scores: CSS=74.5, Synergy_ZIP=-0.108, Synergy_Bliss=1.30, Synergy_Loewe=6.91, Synergy_HSA=7.96. (6) Drug 1: CC1=C(C(=O)C2=C(C1=O)N3CC4C(C3(C2COC(=O)N)OC)N4)N. Drug 2: C1CC(C1)(C2=CC=C(C=C2)C3=C(C=C4C(=N3)C=CN5C4=NNC5=O)C6=CC=CC=C6)N. Cell line: T-47D. Synergy scores: CSS=46.2, Synergy_ZIP=-2.92, Synergy_Bliss=-3.16, Synergy_Loewe=4.02, Synergy_HSA=5.89. (7) Drug 1: CC1=C(C=C(C=C1)NC2=NC=CC(=N2)N(C)C3=CC4=NN(C(=C4C=C3)C)C)S(=O)(=O)N.Cl. Drug 2: CC(CN1CC(=O)NC(=O)C1)N2CC(=O)NC(=O)C2. Cell line: OVCAR3. Synergy scores: CSS=12.1, Synergy_ZIP=-2.13, Synergy_Bliss=0.598, Synergy_Loewe=0.191, Synergy_HSA=-0.922. (8) Drug 1: CN1CCC(CC1)COC2=C(C=C3C(=C2)N=CN=C3NC4=C(C=C(C=C4)Br)F)OC. Drug 2: CN1C2=C(C=C(C=C2)N(CCCl)CCCl)N=C1CCCC(=O)O.Cl. Cell line: CCRF-CEM. Synergy scores: CSS=50.3, Synergy_ZIP=8.73, Synergy_Bliss=1.19, Synergy_Loewe=-2.35, Synergy_HSA=-0.990. (9) Drug 1: CCN(CC)CCCC(C)NC1=C2C=C(C=CC2=NC3=C1C=CC(=C3)Cl)OC. Drug 2: CC1=C(C(=O)C2=C(C1=O)N3CC4C(C3(C2COC(=O)N)OC)N4)N. Cell line: NCI-H226. Synergy scores: CSS=27.4, Synergy_ZIP=-8.10, Synergy_Bliss=-2.39, Synergy_Loewe=-8.04, Synergy_HSA=-1.48. (10) Drug 2: C1CC(=O)NC(=O)C1N2C(=O)C3=CC=CC=C3C2=O. Drug 1: C1C(C(OC1N2C=C(C(=O)NC2=O)F)CO)O. Cell line: MOLT-4. Synergy scores: CSS=56.4, Synergy_ZIP=-0.203, Synergy_Bliss=-1.42, Synergy_Loewe=-62.9, Synergy_HSA=-3.36.